From a dataset of Full USPTO retrosynthesis dataset with 1.9M reactions from patents (1976-2016). Predict the reactants needed to synthesize the given product. (1) Given the product [CH:1]1([N:4]2[C:9](=[O:10])[C:8]3[C:11]([NH:18][C:19]4[CH:24]=[CH:23][C:22]([I:25])=[CH:21][C:20]=4[F:26])=[C:12]([F:17])[C:13](=[O:16])[N:14]([CH3:15])[C:7]=3[C:6]([C:27]3[CH:28]=[C:29]([NH:33][C:36](=[O:38])[CH3:37])[CH:30]=[CH:31][CH:32]=3)=[N:5]2)[CH2:3][CH2:2]1, predict the reactants needed to synthesize it. The reactants are: [CH:1]1([N:4]2[C:9](=[O:10])[C:8]3[C:11]([NH:18][C:19]4[CH:24]=[CH:23][C:22]([I:25])=[CH:21][C:20]=4[F:26])=[C:12]([F:17])[C:13](=[O:16])[N:14]([CH3:15])[C:7]=3[C:6]([C:27]3[CH:32]=[CH:31][CH:30]=[C:29]([N+:33]([O-])=O)[CH:28]=3)=[N:5]2)[CH2:3][CH2:2]1.[C:36](Cl)(=[O:38])[CH3:37]. (2) Given the product [F:1][C:2]([F:35])([F:34])[C:3]1[CH:33]=[CH:32][C:6]([CH:7]=[N:8][N:9]2[CH2:14][CH2:13][N:12]([C:15]([O:17][CH2:18][C@:19]3([CH3:30])[O:31][C:22]4=[N:23][C:24]([N+:26]([O-:28])=[O:27])=[CH:25][N:21]4[CH2:20]3)=[O:16])[CH2:11][CH2:10]2)=[CH:5][CH:4]=1, predict the reactants needed to synthesize it. The reactants are: [F:1][C:2]([F:35])([F:34])[C:3]1[CH:33]=[CH:32][C:6]([CH:7]=[N:8][N:9]2[CH2:14][CH2:13][N:12]([C:15]([O:17][CH2:18][C@@:19]([OH:31])([CH3:30])[CH2:20][N:21]3[CH:25]=[C:24]([N+:26]([O-:28])=[O:27])[N:23]=[C:22]3Cl)=[O:16])[CH2:11][CH2:10]2)=[CH:5][CH:4]=1.[H-].[Na+]. (3) The reactants are: [CH:1]1([CH2:7][N:8]2[C:16]3[C:11](=[CH:12][CH:13]=[CH:14][C:15]=3[O:17][CH3:18])[C:10]([C:19](=[O:22])[C:20]#[N:21])=[CH:9]2)[CH2:6][CH2:5][CH2:4][CH2:3][CH2:2]1.[CH3:23][O:24][C:25](=[O:29])[C:26](Cl)=[O:27].C(N(C(C)C)C(C)C)C. Given the product [CH3:23][O:24][C:25](=[O:29])[C:26]([NH:21][CH2:20][C:19]([C:10]1[C:11]2[C:16](=[C:15]([O:17][CH3:18])[CH:14]=[CH:13][CH:12]=2)[N:8]([CH2:7][CH:1]2[CH2:2][CH2:3][CH2:4][CH2:5][CH2:6]2)[CH:9]=1)=[O:22])=[O:27], predict the reactants needed to synthesize it. (4) Given the product [F:42][C:43]1[CH:44]=[C:45]([CH:48]=[CH:49][C:50]=1[F:51])[CH2:46][N:35]1[C:34](=[O:37])[C:33]([C:38]([O:40][CH3:41])=[O:39])=[CH:32][C:31]([C:25]2[CH:26]=[CH:27][C:28]([O:29][CH3:30])=[C:23]([F:22])[CH:24]=2)=[N:36]1, predict the reactants needed to synthesize it. The reactants are: FC1C=C(F)C=CC=1C1C=C(CO)C(=O)N(CC(C)C)N=1.[F:22][C:23]1[CH:24]=[C:25]([C:31]2[CH:32]=[C:33]([C:38]([O:40][CH3:41])=[O:39])[C:34](=[O:37])[NH:35][N:36]=2)[CH:26]=[CH:27][C:28]=1[O:29][CH3:30].[F:42][C:43]1[CH:44]=[C:45]([CH:48]=[CH:49][C:50]=1[F:51])[CH2:46]Br. (5) Given the product [NH2:23][C:3]1[CH:4]=[CH:5][C:6]([C:8]2[CH:13]=[CH:12][C:11]([NH:14][CH2:15][CH2:16][N:17]3[CH2:22][CH2:21][CH2:20][CH2:19][CH2:18]3)=[N:10][CH:9]=2)=[CH:7][C:2]=1[F:1], predict the reactants needed to synthesize it. The reactants are: [F:1][C:2]1[CH:7]=[C:6]([C:8]2[CH:9]=[N:10][C:11]([NH:14][CH2:15][CH2:16][N:17]3[CH2:22][CH2:21][CH2:20][CH2:19][CH2:18]3)=[CH:12][CH:13]=2)[CH:5]=[CH:4][C:3]=1[NH:23]C(=O)OC(C)(C)C.C(O)(C(F)(F)F)=O. (6) Given the product [CH3:36][NH:23][C:20]1[CH:19]=[CH:18][C:17]([N:5]2[C:4](=[O:37])[CH2:3][C:2](=[O:1])[NH:8][C:7]3[C:9]4[CH2:10][CH2:11][CH2:12][CH2:13][C:14]=4[CH:15]=[CH:16][C:6]2=3)=[CH:22][CH:21]=1, predict the reactants needed to synthesize it. The reactants are: [O:1]=[C:2]1[NH:8][C:7]2[C:9]3[CH2:10][CH2:11][CH2:12][CH2:13][C:14]=3[CH:15]=[CH:16][C:6]=2[N:5]([C:17]2[CH:22]=[CH:21][C:20]([N:23]([CH3:36])S(C3C=CC=CC=3[N+]([O-])=O)(=O)=O)=[CH:19][CH:18]=2)[C:4](=[O:37])[CH2:3]1.C(=O)([O-])[O-].[K+].[K+].C1(S)C=CC=CC=1.O.